Dataset: Reaction yield outcomes from USPTO patents with 853,638 reactions. Task: Predict the reaction yield, written as a fraction of the theoretical maximum amount of product (1.0 means a 100% yield; for example, 0.34 means a 34% yield). The reactants are [Br:1][C:2]1[CH:3]=[C:4]([C:8]2[NH:12][N:11]=[CH:10][N:9]=2)[CH:5]=[CH:6][CH:7]=1.[C:13]([O-])([O-])=O.[K+].[K+].CI. No catalyst specified. The product is [Br:1][C:2]1[CH:3]=[C:4]([C:8]2[N:12]([CH3:13])[N:11]=[CH:10][N:9]=2)[CH:5]=[CH:6][CH:7]=1. The yield is 0.110.